From a dataset of M1 muscarinic receptor antagonist screen with 61,756 compounds. Binary Classification. Given a drug SMILES string, predict its activity (active/inactive) in a high-throughput screening assay against a specified biological target. (1) The molecule is S(=O)(=O)(N1CCC(CC1)C(=O)N1CCN(CC1)c1c(OC)cccc1)c1ccccc1. The result is 0 (inactive). (2) The compound is S1CCN=C1NC(=O)C(NC(=O)c1ccccc1)C. The result is 0 (inactive). (3) The drug is s1nc(N2CCOCC2)c(OCC(=O)Nc2cc(ccc2)C(=O)C)n1. The result is 0 (inactive). (4) The drug is O1c2c(NC(=O)C1)nccc2. The result is 0 (inactive). (5) The molecule is s1c2n(nc1COc1ccccc1)c(nn2)c1n[nH]c2c1CCC2. The result is 0 (inactive).